From a dataset of Catalyst prediction with 721,799 reactions and 888 catalyst types from USPTO. Predict which catalyst facilitates the given reaction. (1) Reactant: FC(F)(F)C(O)=O.C([O:12][C:13](=[O:30])[C:14]1[CH:19]=[C:18]([S:20]([CH:23]2[CH2:25][CH2:24]2)(=[O:22])=[O:21])[N:17]=[C:16]([NH:26][CH:27]2[CH2:29][CH2:28]2)[CH:15]=1)(C)(C)C. Product: [CH:27]1([NH:26][C:16]2[CH:15]=[C:14]([CH:19]=[C:18]([S:20]([CH:23]3[CH2:24][CH2:25]3)(=[O:22])=[O:21])[N:17]=2)[C:13]([OH:30])=[O:12])[CH2:28][CH2:29]1. The catalyst class is: 4. (2) Reactant: [NH2:1][C:2]1[N:7]([C:8]2[C:13]([F:14])=[CH:12][C:11]([O:15][CH2:16][CH2:17][CH2:18][CH2:19][CH2:20]Cl)=[CH:10][C:9]=2[F:22])[C:6](=[O:23])[CH:5]=[CH:4][C:3]=1[C:24](=[O:33])[C:25]1[CH:30]=[CH:29][C:28]([F:31])=[CH:27][C:26]=1[F:32].Cl.[NH2:35][C@H:36]([C:41]([O:43][C:44]([CH3:47])([CH3:46])[CH3:45])=[O:42])[CH2:37][CH:38]([CH3:40])[CH3:39].[I-].[Na+].C(N(CC)C(C)C)(C)C. Product: [NH2:1][C:2]1[N:7]([C:8]2[C:13]([F:14])=[CH:12][C:11]([O:15][CH2:16][CH2:17][CH2:18][CH2:19][CH2:20][NH:35][C@H:36]([C:41]([O:43][C:44]([CH3:46])([CH3:45])[CH3:47])=[O:42])[CH2:37][CH:38]([CH3:40])[CH3:39])=[CH:10][C:9]=2[F:22])[C:6](=[O:23])[CH:5]=[CH:4][C:3]=1[C:24](=[O:33])[C:25]1[CH:30]=[CH:29][C:28]([F:31])=[CH:27][C:26]=1[F:32]. The catalyst class is: 31. (3) Reactant: Cl.[CH3:2][O:3][C:4]1[CH:5]=[C:6]([C:12]2[C@@H:21]3[C@@H:16]([CH2:17][CH2:18][CH2:19][CH2:20]3)[C:15](=[O:22])[N:14]([CH:23]3[CH2:28][CH2:27][NH:26][CH2:25][CH2:24]3)[N:13]=2)[CH:7]=[CH:8][C:9]=1[O:10][CH3:11].[C:29]([O:33][C:34]([NH:36][C@H:37]([C:46](O)=[O:47])[CH2:38][C:39]1[CH:44]=[CH:43][C:42]([OH:45])=[CH:41][CH:40]=1)=[O:35])([CH3:32])([CH3:31])[CH3:30].CCOC(C(C#N)=NOC(N1CCOCC1)=[N+](C)C)=O.F[P-](F)(F)(F)(F)F.CCN(C(C)C)C(C)C.C(=O)(O)[O-].[Na+]. Product: [CH3:2][O:3][C:4]1[CH:5]=[C:6]([C:12]2[C@@H:21]3[C@@H:16]([CH2:17][CH2:18][CH2:19][CH2:20]3)[C:15](=[O:22])[N:14]([CH:23]3[CH2:24][CH2:25][N:26]([C:46](=[O:47])[C@@H:37]([NH:36][C:34](=[O:35])[O:33][C:29]([CH3:30])([CH3:31])[CH3:32])[CH2:38][C:39]4[CH:40]=[CH:41][C:42]([OH:45])=[CH:43][CH:44]=4)[CH2:27][CH2:28]3)[N:13]=2)[CH:7]=[CH:8][C:9]=1[O:10][CH3:11]. The catalyst class is: 2. (4) Reactant: [Cl:1][C:2]1[CH:3]=[C:4]([C:8]2[C:17]3[C:12](=[CH:13][CH:14]=[C:15]([C:18]([C:35]4[CH:36]=[N:37][C:38]([Cl:41])=[CH:39][CH:40]=4)([NH:25]CC4C=CC(OC)=CC=4)[C:19]4[N:20]([CH3:24])[CH:21]=[N:22][CH:23]=4)[CH:16]=3)[N:11]([CH2:42][CH:43]3[CH2:45][CH2:44]3)[C:10](=[O:46])[CH:9]=2)[CH:5]=[CH:6][CH:7]=1.FC(F)(F)C(O)=O. Product: [NH2:25][C:18]([C:35]1[CH:36]=[N:37][C:38]([Cl:41])=[CH:39][CH:40]=1)([C:19]1[N:20]([CH3:24])[CH:21]=[N:22][CH:23]=1)[C:15]1[CH:16]=[C:17]2[C:12](=[CH:13][CH:14]=1)[N:11]([CH2:42][CH:43]1[CH2:44][CH2:45]1)[C:10](=[O:46])[CH:9]=[C:8]2[C:4]1[CH:5]=[CH:6][CH:7]=[C:2]([Cl:1])[CH:3]=1. The catalyst class is: 4. (5) Reactant: C([O:8][C:9]1[N:14]=[C:13]([NH:15][C:16]2[CH:21]=[CH:20][C:19]([C:22]3[N:23]=[C:24]([N:37]4[CH2:42][CH2:41][O:40][CH2:39][C@@H:38]4[CH3:43])[C:25]4[CH2:31][CH2:30][N:29]([CH2:32][C:33]([F:36])([F:35])[F:34])[CH2:28][C:26]=4[N:27]=3)=[CH:18][CH:17]=2)[CH:12]=[CH:11][CH:10]=1)C1C=CC=CC=1.Cl.C(OC1N=C(NC2C=CC(C3N=C(N4CCOC[C@@H]4C)C4CCNCC=4N=3)=CC=2)C=CC=1)C1C=CC=CC=1.C(N(CC)C(C)C)(C)C.S(OCC(F)(F)F)(C(F)(F)F)(=O)=O. Product: [CH3:43][C@@H:38]1[N:37]([C:24]2[C:25]3[CH2:31][CH2:30][N:29]([CH2:32][C:33]([F:35])([F:34])[F:36])[CH2:28][C:26]=3[N:27]=[C:22]([C:19]3[CH:20]=[CH:21][C:16]([NH:15][C:13]4[NH:14][C:9](=[O:8])[CH:10]=[CH:11][CH:12]=4)=[CH:17][CH:18]=3)[N:23]=2)[CH2:42][CH2:41][O:40][CH2:39]1. The catalyst class is: 115. (6) Reactant: [Br:1][C:2]1[CH:7]=[CH:6][N+:5]([O-])=[C:4]([CH:9]([CH3:11])[CH3:10])[CH:3]=1.[CH2:12]([N:14](CC)CC)C.C[Si](C#N)(C)C. Product: [Br:1][C:2]1[CH:3]=[C:4]([CH:9]([CH3:11])[CH3:10])[N:5]=[C:6]([C:12]#[N:14])[CH:7]=1. The catalyst class is: 10.